From a dataset of Full USPTO retrosynthesis dataset with 1.9M reactions from patents (1976-2016). Predict the reactants needed to synthesize the given product. (1) Given the product [F:21][C:22]([F:27])([F:26])[C:23]([OH:25])=[O:24].[CH2:22]([O:20][C:18]([C@:9]1([NH2:8])[CH2:11][C@@H:10]1[C:12]1[CH:13]=[CH:14][CH:15]=[CH:16][CH:17]=1)=[O:19])[CH3:23], predict the reactants needed to synthesize it. The reactants are: C(OC([NH:8][C@@:9]1([C:18]([OH:20])=[O:19])[CH2:11][C@@H:10]1[C:12]1[CH:17]=[CH:16][CH:15]=[CH:14][CH:13]=1)=O)(C)(C)C.[F:21][C:22]([F:27])([F:26])[C:23]([OH:25])=[O:24]. (2) Given the product [Cl:1][C:2]1[CH:3]=[C:4]2[C:9](=[CH:10][CH:11]=1)[CH:8]=[C:7]([S:12]([NH:15][C@H:16]1[CH2:20][CH2:19][N:18]([C@@H:21]([CH3:25])[C:22]([N:27]3[CH2:32][CH2:31][CH2:30][CH:29]([NH:33][C:34](=[O:40])[O:35][C:36]([CH3:38])([CH3:37])[CH3:39])[CH2:28]3)=[O:23])[C:17]1=[O:26])(=[O:14])=[O:13])[CH:6]=[CH:5]2, predict the reactants needed to synthesize it. The reactants are: [Cl:1][C:2]1[CH:3]=[C:4]2[C:9](=[CH:10][CH:11]=1)[CH:8]=[C:7]([S:12]([NH:15][C@H:16]1[CH2:20][CH2:19][N:18]([C@@H:21]([CH3:25])[C:22](O)=[O:23])[C:17]1=[O:26])(=[O:14])=[O:13])[CH:6]=[CH:5]2.[NH:27]1[CH2:32][CH2:31][CH2:30][CH:29]([NH:33][C:34](=[O:40])[O:35][C:36]([CH3:39])([CH3:38])[CH3:37])[CH2:28]1. (3) Given the product [CH3:1][O:2][C:3]1[CH:4]=[CH:5][C:6]2[NH:12][C:11](=[O:13])[N:10]([CH:14]3[CH2:19][CH2:18][N:17]([C:22]4[CH:23]=[C:24]([C:28]([C:30]5[CH:31]=[C:32]6[C:36](=[C:37]([CH3:39])[CH:38]=5)[N:35]([CH2:40][O:41][CH2:42][CH2:43][Si:44]([CH3:45])([CH3:47])[CH3:46])[N:34]=[CH:33]6)=[O:29])[N:25]=[CH:26][N:27]=4)[CH2:16][CH2:15]3)[CH2:9][CH2:8][C:7]=2[CH:20]=1, predict the reactants needed to synthesize it. The reactants are: [CH3:1][O:2][C:3]1[CH:4]=[CH:5][C:6]2[NH:12][C:11](=[O:13])[N:10]([CH:14]3[CH2:19][CH2:18][NH:17][CH2:16][CH2:15]3)[CH2:9][CH2:8][C:7]=2[CH:20]=1.Cl[C:22]1[N:27]=[CH:26][N:25]=[C:24]([C:28]([C:30]2[CH:31]=[C:32]3[C:36](=[C:37]([CH3:39])[CH:38]=2)[N:35]([CH2:40][O:41][CH2:42][CH2:43][Si:44]([CH3:47])([CH3:46])[CH3:45])[N:34]=[CH:33]3)=[O:29])[CH:23]=1. (4) Given the product [Cl:1][C:2]1[CH:10]=[C:9]([CH:11]([O:16][CH2:17][C:18]2([C:31]3[CH:36]=[CH:35][C:34]([F:37])=[CH:33][CH:32]=3)[CH2:23][CH2:22][N:21]([C:24]([O:26][C:27]([CH3:30])([CH3:29])[CH3:28])=[O:25])[CH2:20][CH2:19]2)[CH2:12][OH:13])[C:8]2[C:4](=[CH:5][N:6]([CH2:38][O:39][CH2:40][CH2:41][Si:42]([CH3:45])([CH3:43])[CH3:44])[N:7]=2)[CH:3]=1, predict the reactants needed to synthesize it. The reactants are: [Cl:1][C:2]1[CH:10]=[C:9]([CH:11]([O:16][CH2:17][C:18]2([C:31]3[CH:36]=[CH:35][C:34]([F:37])=[CH:33][CH:32]=3)[CH2:23][CH2:22][N:21]([C:24]([O:26][C:27]([CH3:30])([CH3:29])[CH3:28])=[O:25])[CH2:20][CH2:19]2)[C:12](OC)=[O:13])[C:8]2[C:4](=[CH:5][N:6]([CH2:38][O:39][CH2:40][CH2:41][Si:42]([CH3:45])([CH3:44])[CH3:43])[N:7]=2)[CH:3]=1.[BH4-].[Li+].